This data is from Catalyst prediction with 721,799 reactions and 888 catalyst types from USPTO. The task is: Predict which catalyst facilitates the given reaction. (1) Reactant: C([O:5][C:6]([CH2:8][O:9][C:10]1[CH:11]=[CH:12][C:13]2[O:17][C:16]([C:18]([NH:20][C:21]3[CH:26]=[CH:25][C:24]([Cl:27])=[CH:23][N:22]=3)=[O:19])=[C:15]([NH:28][C:29]([C@H:31]3[CH2:36][CH2:35][C@H:34]([N:37]([CH3:39])[CH3:38])[CH2:33][CH2:32]3)=[O:30])[C:14]=2[CH:40]=1)=[O:7])(C)(C)C.C(O)(C)C. Product: [ClH:27].[C:6]([CH2:8][O:9][C:10]1[CH:11]=[CH:12][C:13]2[O:17][C:16]([C:18]([NH:20][C:21]3[CH:26]=[CH:25][C:24]([Cl:27])=[CH:23][N:22]=3)=[O:19])=[C:15]([NH:28][C:29]([C@H:31]3[CH2:36][CH2:35][C@H:34]([N:37]([CH3:38])[CH3:39])[CH2:33][CH2:32]3)=[O:30])[C:14]=2[CH:40]=1)([OH:7])=[O:5]. The catalyst class is: 33. (2) Reactant: [Cl:1][C:2]1[N:6]([CH3:7])[N:5]=[C:4]([CH3:8])[C:3]=1[CH:9]=[O:10].[Cl:11]Cl. Product: [Cl:1][C:2]1[N:6]([CH3:7])[N:5]=[C:4]([CH3:8])[C:3]=1[C:9]([Cl:11])=[O:10]. The catalyst class is: 159. (3) The catalyst class is: 79. Product: [C:5]([O:4][CH2:2][C@@H:1]1[C@@H:18]([OH:24])[C@H:17]([OH:25])[C@@H:16]([OH:26])[C@H:15]([C:12]2[CH:13]=[CH:14][C:9]([Cl:8])=[C:10]([CH2:27][C:28]3[CH:29]=[CH:30][C:31]([CH2:34][CH3:35])=[CH:32][CH:33]=3)[CH:11]=2)[C@H:20]1[OH:21])(=[O:6])[CH3:7]. Reactant: [CH3:1][C:2]([O:4][C:5]([CH3:7])=[O:6])=O.[Cl:8][C:9]1[CH:14]=[CH:13][C:12]([C@@H:15]2[C@@H:20]([OH:21])[C@H](CO)[C@@H:18]([OH:24])[C@H:17]([OH:25])[C@H:16]2[OH:26])=[CH:11][C:10]=1[CH2:27][C:28]1[CH:33]=[CH:32][C:31]([CH2:34][CH3:35])=[CH:30][CH:29]=1.N1C=CC=CC=1. (4) Reactant: ClCC1C=CC([C@H](C2C=CC(Cl)=CC=2)[N:10]2[CH2:13][C:12](=[C:14]([C:19]3[CH:24]=[C:23]([F:25])[CH:22]=[C:21]([F:26])[CH:20]=3)[S:15]([CH3:18])(=[O:17])=[O:16])[CH2:11]2)=CC=1.C1(NCCC)CC1. Product: [F:26][C:21]1[CH:20]=[C:19]([C:14](=[C:12]2[CH2:13][NH:10][CH2:11]2)[S:15]([CH3:18])(=[O:17])=[O:16])[CH:24]=[C:23]([F:25])[CH:22]=1. The catalyst class is: 4. (5) Reactant: O/[C:2](=[CH:8]\[C:9](=O)[CH2:10][CH:11]([CH3:13])[CH3:12])/[C:3]([O:5][CH2:6][CH3:7])=[O:4].[C:15]1([NH:21][NH2:22])[CH:20]=[CH:19][CH:18]=[CH:17][CH:16]=1.CCCCCC.CCOC(C)=O. Product: [CH2:10]([C:9]1[N:21]([C:15]2[CH:20]=[CH:19][CH:18]=[CH:17][CH:16]=2)[N:22]=[C:2]([C:3]([O:5][CH2:6][CH3:7])=[O:4])[CH:8]=1)[CH:11]([CH3:13])[CH3:12]. The catalyst class is: 8.